Dataset: Forward reaction prediction with 1.9M reactions from USPTO patents (1976-2016). Task: Predict the product of the given reaction. Given the reactants [C:1]1([C:7]2([C:10]([O-:12])=[O:11])[CH2:9][CH2:8]2)[CH:6]=[CH:5][CH:4]=[CH:3][CH:2]=1.[N+:13]([O-:16])([O-])=[O:14].[K+].OS(O)(=O)=O.[CH2:23](Cl)Cl, predict the reaction product. The product is: [N+:13]([C:4]1[CH:5]=[CH:6][C:1]([C:7]2([C:10]([O:12][CH3:23])=[O:11])[CH2:9][CH2:8]2)=[CH:2][CH:3]=1)([O-:16])=[O:14].